From a dataset of Full USPTO retrosynthesis dataset with 1.9M reactions from patents (1976-2016). Predict the reactants needed to synthesize the given product. Given the product [F:1]/[C:2](/[C:17]1[CH:21]=[C:20]([CH3:22])[N:19]([CH2:35][C:34]2[CH:33]=[C:32]([C:29]3([CH2:28][OH:27])[CH2:31][CH2:30]3)[CH:43]=[CH:42][CH:41]=2)[N:18]=1)=[CH:3]\[C:4]1[CH:9]=[CH:8][C:7]([C:10]([CH3:16])([CH3:15])[C:11]([F:14])([F:13])[F:12])=[CH:6][CH:5]=1, predict the reactants needed to synthesize it. The reactants are: [F:1]/[C:2](/[C:17]1[CH:21]=[C:20]([CH3:22])[NH:19][N:18]=1)=[CH:3]\[C:4]1[CH:9]=[CH:8][C:7]([C:10]([CH3:16])([CH3:15])[C:11]([F:14])([F:13])[F:12])=[CH:6][CH:5]=1.C([Si](C(C)C)(C(C)C)[O:27][CH2:28][C:29]1([C:32]2[CH:33]=[C:34]([CH:41]=[CH:42][CH:43]=2)[CH2:35]CS([O-])(=O)=O)[CH2:31][CH2:30]1)(C)C.